This data is from Full USPTO retrosynthesis dataset with 1.9M reactions from patents (1976-2016). The task is: Predict the reactants needed to synthesize the given product. (1) Given the product [CH3:1][N:2]1[C:10]2[C:5](=[CH:6][CH:7]=[CH:8][CH:9]=2)[C:4]([C:11]2[C:12](=[O:30])[NH:32][C:14](=[O:29])[C:15]=2[C:16]2[CH:21]=[CH:20][CH:19]=[C:18]([O:22][CH2:23][CH2:24][CH2:25][N:26]=[N+:27]=[N-:28])[CH:17]=2)=[CH:3]1, predict the reactants needed to synthesize it. The reactants are: [CH3:1][N:2]1[C:10]2[C:5](=[CH:6][CH:7]=[CH:8][CH:9]=2)[C:4]([C:11]2[C:12](=[O:30])O[C:14](=[O:29])[C:15]=2[C:16]2[CH:21]=[CH:20][CH:19]=[C:18]([O:22][CH2:23][CH2:24][CH2:25][N:26]=[N+:27]=[N-:28])[CH:17]=2)=[CH:3]1.[OH-].[NH4+:32]. (2) Given the product [Br:16][C:17]1[CH:23]=[CH:22][C:20]([S:8]([NH:30][C@@H:28]([CH3:29])[C:27]([F:32])([F:31])[F:26])(=[O:10])=[O:9])=[C:19]([Cl:24])[C:18]=1[Cl:25], predict the reactants needed to synthesize it. The reactants are: BrC1C=CC([S:8](Cl)(=[O:10])=[O:9])=C(F)C=1C(F)F.[Br:16][C:17]1[CH:23]=[CH:22][C:20](N)=[C:19]([Cl:24])[C:18]=1[Cl:25].[F:26][C:27]([F:32])([F:31])[C@@H:28]([NH2:30])[CH3:29]. (3) Given the product [NH2:25][CH2:24][CH:16]([CH2:17][C:18]1[CH:19]=[CH:20][CH:21]=[CH:22][CH:23]=1)[C:15]([N:14]([CH2:13][C:3]1[CH:4]=[C:5]([CH2:8][CH2:9][CH2:10][O:11][CH3:12])[CH:6]=[CH:7][C:2]=1[Cl:1])[CH:27]1[CH2:28][CH2:29]1)=[O:26], predict the reactants needed to synthesize it. The reactants are: [Cl:1][C:2]1[CH:7]=[CH:6][C:5]([CH2:8][CH2:9][CH2:10][O:11][CH3:12])=[CH:4][C:3]=1[CH2:13][N:14]([CH:27]1[CH2:29][CH2:28]1)[C:15](=[O:26])/[C:16](/[C:24]#[N:25])=[CH:17]/[C:18]1[CH:23]=[CH:22][CH:21]=[CH:20][CH:19]=1.C(OC(OC(C)(C)C)=O)(OC(C)(C)C)=O.CCO.[BH4-].[Na+]. (4) Given the product [C:1]([N:4]1[C:13]2[C:12]3=[N:14][C:15]([CH3:18])=[C:16]([CH3:17])[N:11]3[CH:10]=[CH:9][C:8]=2[C@@H:7]([OH:19])[C@H:6]([OH:20])[C@H:5]1[C:27]1[CH:32]=[CH:31][CH:30]=[CH:29][CH:28]=1)(=[O:3])[CH3:2], predict the reactants needed to synthesize it. The reactants are: [C:1]([N:4]1[C:13]2[C:12]3=[N:14][C:15]([CH3:18])=[C:16]([CH3:17])[N:11]3[CH:10]=[CH:9][C:8]=2[C@@H:7]([OH:19])[C@H:6]([O:20]C(=O)C(C)(C)C)[C@H:5]1[C:27]1[CH:32]=[CH:31][CH:30]=[CH:29][CH:28]=1)(=[O:3])[CH3:2].C(=O)([O-])[O-].[K+].[K+]. (5) Given the product [CH3:20][C@:14]12[CH2:13][CH2:12][C@H:11]3[C@@H:10]([CH2:9][CH2:8][C@@H:7]4[C@:2]3([CH3:1])[CH2:3][CH:4]=[CH:5][CH2:6]4)[C@@H:15]1[CH2:16][CH2:17][C:18]2=[O:19], predict the reactants needed to synthesize it. The reactants are: [CH3:1][C@@:2]12[C@H:11]3[CH2:12][CH2:13][C@:14]4([CH3:20])[C:18](=[O:19])[CH2:17][CH2:16][C@H:15]4[C@@H:10]3[CH2:9][CH2:8][C@H:7]1[CH2:6][C@@H:5](O)[CH2:4][CH2:3]2.C(N(S(F)(F)F)CC)C. (6) Given the product [C:1]([O:5][C:6]([NH:8][C@H:9]1[CH2:13][CH2:12][N:11]([C@@H:14]([CH2:26][C:27]2[N:28]=[CH:29][N:30]3[C:39]4[C:34](=[CH:35][CH:36]=[CH:37][CH:38]=4)[CH2:33][CH2:32][C:31]=23)[C:15]([OH:17])=[O:16])[CH2:10]1)=[O:7])([CH3:4])([CH3:2])[CH3:3], predict the reactants needed to synthesize it. The reactants are: [C:1]([O:5][C:6]([NH:8][C@H:9]1[CH2:13][CH2:12][N:11]([C@@H:14]([CH2:26][C:27]2[N:28]=[CH:29][N:30]3[C:39]4[C:34](=[CH:35][CH:36]=[CH:37][CH:38]=4)[CH2:33][CH2:32][C:31]=23)[C:15]([O:17][C@@H](C2C=CC=CC=2)C)=[O:16])[CH2:10]1)=[O:7])([CH3:4])([CH3:3])[CH3:2]. (7) Given the product [CH3:8][NH:9][CH2:10][CH2:11][C@H:12]([O:18][C:19]1[C:28]2[C:23](=[CH:24][CH:25]=[CH:26][CH:27]=2)[CH:22]=[CH:21][CH:20]=1)[C:13]1[S:17][CH:16]=[CH:15][CH:14]=1.[CH3:29][C:30]1[CH:31]=[CH:32][C:33]([C:36]([C:38]2[N:42]([CH3:43])[C:41]([CH2:44][C:45]([OH:47])=[O:46])=[CH:40][CH:39]=2)=[O:37])=[CH:34][CH:35]=1, predict the reactants needed to synthesize it. The reactants are: C(OC(C)C)(C)C.[CH3:8][NH:9][CH2:10][CH2:11][C@H:12]([O:18][C:19]1[C:28]2[C:23](=[CH:24][CH:25]=[CH:26][CH:27]=2)[CH:22]=[CH:21][CH:20]=1)[C:13]1[S:17][CH:16]=[CH:15][CH:14]=1.[CH3:29][C:30]1[CH:31]=[CH:32][C:33]([C:36]([C:38]2[N:42]([CH3:43])[C:41]([CH2:44][C:45]([OH:47])=[O:46])=[CH:40][CH:39]=2)=[O:37])=[CH:34][CH:35]=1. (8) Given the product [F:1][C:2]1[CH:3]=[CH:4][C:5]([O:11][CH3:12])=[C:6]([C:14]([C:16]([F:19])([F:18])[F:17])=[CH2:15])[CH:7]=1, predict the reactants needed to synthesize it. The reactants are: [F:1][C:2]1[CH:3]=[CH:4][C:5]([O:11][CH3:12])=[C:6](B(O)O)[CH:7]=1.Br[C:14]([C:16]([F:19])([F:18])[F:17])=[CH2:15].C(=O)([O-])[O-].[K+].[K+].